Dataset: Reaction yield outcomes from USPTO patents with 853,638 reactions. Task: Predict the reaction yield, written as a fraction of the theoretical maximum amount of product (1.0 means a 100% yield; for example, 0.34 means a 34% yield). (1) The reactants are [C:1]([C:3]1[CH:4]=[C:5]([NH:9][C:10]([N:12]2[CH2:15][CH2:14][CH2:13]2)=[O:11])[CH:6]=[CH:7][CH:8]=1)#[N:2].NCC1C=C(NC(=O)N(CC)C)C=CC=1. No catalyst specified. The product is [NH2:2][CH2:1][C:3]1[CH:4]=[C:5]([NH:9][C:10]([N:12]2[CH2:15][CH2:14][CH2:13]2)=[O:11])[CH:6]=[CH:7][CH:8]=1. The yield is 0.590. (2) The reactants are [CH3:1][O:2][Si:3](OC)([CH3:5])[CH3:4].C(OCC)C.[CH2:13]([Si:16]([CH2:25][CH:26]=[CH2:27])([CH2:22][CH:23]=[CH2:24])[CH2:17][CH2:18][CH2:19][Mg]Br)[CH:14]=[CH2:15].Cl. The catalyst is O. The product is [CH2:13]([Si:16]([CH2:25][CH:26]=[CH2:27])([CH2:22][CH:23]=[CH2:24])[CH2:17][CH2:18][CH2:19][Si:3]([O:2][CH3:1])([CH3:5])[CH3:4])[CH:14]=[CH2:15]. The yield is 0.720. (3) The reactants are [Br:1][C:2]1[C:3]([CH3:18])=[C:4]([C:14]([OH:17])=[CH:15][CH:16]=1)[C:5]([NH:7][C:8]1[CH:13]=[CH:12][CH:11]=[CH:10][CH:9]=1)=[O:6].Cl[C:20](OCC)=[O:21]. The catalyst is N1C=CC=CC=1.CCOC(C)=O. The product is [Br:1][C:2]1[CH:16]=[CH:15][C:14]2[O:17][C:20](=[O:21])[N:7]([C:8]3[CH:13]=[CH:12][CH:11]=[CH:10][CH:9]=3)[C:5](=[O:6])[C:4]=2[C:3]=1[CH3:18]. The yield is 0.440. (4) The product is [N+:8]([C:5]1[CH:6]=[CH:7][C:2]([NH:11][CH2:12][CH:13]2[CH2:18][CH2:17][O:16][CH2:15][CH2:14]2)=[N:3][CH:4]=1)([O-:10])=[O:9]. The reactants are Cl[C:2]1[CH:7]=[CH:6][C:5]([N+:8]([O-:10])=[O:9])=[CH:4][N:3]=1.[NH2:11][CH2:12][CH:13]1[CH2:18][CH2:17][O:16][CH2:15][CH2:14]1.CCN(C(C)C)C(C)C. The catalyst is CC#N. The yield is 0.820. (5) The reactants are C[C@@H](PC)[C]1[C](P(C2C3C(=CC=CC=3)C=CC=2)C2C3C(=CC=CC=3)C=CC=2)[CH][CH][CH]1.[CH2:31]([C:38]1[C:47]2[C:42](=[CH:43][C:44]([F:50])=[C:45]([O:48][CH3:49])[CH:46]=2)[CH2:41][CH2:40][C:39]=1[NH:51][C:52](=[O:55])[CH2:53][CH3:54])[C:32]1[CH:37]=[CH:36][CH:35]=[CH:34][CH:33]=1.[H][H]. The catalyst is [Rh+].ClC1CCCCC=CC=1.CO. The product is [CH2:31]([C@@H:38]1[C:47]2[C:42](=[CH:43][C:44]([F:50])=[C:45]([O:48][CH3:49])[CH:46]=2)[CH2:41][CH2:40][C@@H:39]1[NH:51][C:52](=[O:55])[CH2:53][CH3:54])[C:32]1[CH:37]=[CH:36][CH:35]=[CH:34][CH:33]=1. The yield is 0.920.